Dataset: Reaction yield outcomes from USPTO patents with 853,638 reactions. Task: Predict the reaction yield, written as a fraction of the theoretical maximum amount of product (1.0 means a 100% yield; for example, 0.34 means a 34% yield). The reactants are [OH:1][C:2]1[CH:11]=[CH:10][C:5]([C:6]([NH:8][NH2:9])=[O:7])=[CH:4][CH:3]=1.[CH3:12][C:13]1[CH:17]=[C:16]([CH3:18])[NH:15][C:14]=1[CH:19]=O. The catalyst is C(O)(=O)C.CCO. The product is [CH3:12][C:13]1[CH:17]=[C:16]([CH3:18])[NH:15][C:14]=1[CH:19]=[N:9][NH:8][C:6](=[O:7])[C:5]1[CH:10]=[CH:11][C:2]([OH:1])=[CH:3][CH:4]=1. The yield is 0.860.